This data is from Cav3 T-type calcium channel HTS with 100,875 compounds. The task is: Binary Classification. Given a drug SMILES string, predict its activity (active/inactive) in a high-throughput screening assay against a specified biological target. The compound is S(=O)(=O)(N1CCOCC1)c1cc(C(=O)N2CCCc3c2cccc3)c(F)cc1. The result is 0 (inactive).